This data is from NCI-60 drug combinations with 297,098 pairs across 59 cell lines. The task is: Regression. Given two drug SMILES strings and cell line genomic features, predict the synergy score measuring deviation from expected non-interaction effect. (1) Drug 1: C1CCC(C1)C(CC#N)N2C=C(C=N2)C3=C4C=CNC4=NC=N3. Drug 2: CS(=O)(=O)C1=CC(=C(C=C1)C(=O)NC2=CC(=C(C=C2)Cl)C3=CC=CC=N3)Cl. Cell line: UACC62. Synergy scores: CSS=-5.01, Synergy_ZIP=5.27, Synergy_Bliss=3.02, Synergy_Loewe=-7.61, Synergy_HSA=-6.70. (2) Drug 1: C1CC(=O)NC(=O)C1N2CC3=C(C2=O)C=CC=C3N. Drug 2: C#CCC(CC1=CN=C2C(=N1)C(=NC(=N2)N)N)C3=CC=C(C=C3)C(=O)NC(CCC(=O)O)C(=O)O. Cell line: M14. Synergy scores: CSS=0.421, Synergy_ZIP=-2.78, Synergy_Bliss=-6.15, Synergy_Loewe=-9.96, Synergy_HSA=-5.00. (3) Drug 1: COC1=C(C=C2C(=C1)N=CN=C2NC3=CC(=C(C=C3)F)Cl)OCCCN4CCOCC4. Drug 2: C1C(C(OC1N2C=NC3=C2NC=NCC3O)CO)O. Cell line: KM12. Synergy scores: CSS=29.4, Synergy_ZIP=-3.22, Synergy_Bliss=1.74, Synergy_Loewe=-3.70, Synergy_HSA=5.02. (4) Drug 1: CN1C(=O)N2C=NC(=C2N=N1)C(=O)N. Drug 2: CN(CCCl)CCCl.Cl. Cell line: SW-620. Synergy scores: CSS=35.2, Synergy_ZIP=-11.2, Synergy_Bliss=-4.93, Synergy_Loewe=-9.21, Synergy_HSA=-2.35.